From a dataset of Full USPTO retrosynthesis dataset with 1.9M reactions from patents (1976-2016). Predict the reactants needed to synthesize the given product. (1) Given the product [CH3:1][O:2][C:3]1[CH:8]=[CH:7][C:6]([O:9][C:10]([F:11])([F:12])[F:13])=[CH:5][C:4]=1[CH:15]=[O:17], predict the reactants needed to synthesize it. The reactants are: [CH3:1][O:2][C:3]1[CH:8]=[CH:7][C:6]([O:9][C:10]([F:13])([F:12])[F:11])=[CH:5][CH:4]=1.Cl[CH:15]([O:17]C)Cl.O. (2) Given the product [F:47][C:41]([F:46])([S:42]([O:26][C:9]1[CH:8]=[C:7]2[C@@:5]3([CH2:4][O:3][C:2]([NH2:1])=[N:6]3)[C:19]3[C:14](=[N:15][CH:16]=[C:17]([C:20]#[C:21][C:22]([OH:25])([CH3:23])[CH3:24])[CH:18]=3)[O:13][C:12]2=[CH:11][CH:10]=1)(=[O:44])=[O:43])[C:40]([F:48])([F:49])[C:39]([F:54])([F:38])[C:50]([F:53])([F:52])[F:51], predict the reactants needed to synthesize it. The reactants are: [NH2:1][C:2]1[O:3][CH2:4][C@:5]2([C:19]3[C:14](=[N:15][CH:16]=[C:17]([C:20]#[C:21][C:22]([OH:25])([CH3:24])[CH3:23])[CH:18]=3)[O:13][C:12]3[C:7]2=[CH:8][C:9]([OH:26])=[CH:10][CH:11]=3)[N:6]=1.C(=O)([O-])[O-].[Cs+].[Cs+].CN(C=O)C.[F:38][C:39]([F:54])([C:50]([F:53])([F:52])[F:51])[C:40]([F:49])([F:48])[C:41]([F:47])([F:46])[S:42](F)(=[O:44])=[O:43]. (3) Given the product [C:14]([N+:18]([O-:19])=[CH:12][CH2:11][CH2:10][CH2:9][CH2:8][CH2:7][C:1]1[CH:6]=[CH:5][CH:4]=[CH:3][CH:2]=1)([CH3:17])([CH3:16])[CH3:15], predict the reactants needed to synthesize it. The reactants are: [C:1]1([CH2:7][CH2:8][CH2:9][CH2:10][CH2:11][CH:12]=O)[CH:6]=[CH:5][CH:4]=[CH:3][CH:2]=1.[C:14]([NH:18][OH:19])([CH3:17])([CH3:16])[CH3:15]. (4) The reactants are: [Si]([O:18][CH2:19][CH2:20][CH:21]1[CH2:23][CH:22]1[C@@H:24]([NH:29][C:30](=[O:39])[O:31][CH2:32][C:33]1[CH:38]=[CH:37][CH:36]=[CH:35][CH:34]=1)[CH2:25][CH:26]([CH3:28])[CH3:27])(C(C)(C)C)(C1C=CC=CC=1)C1C=CC=CC=1.CCCC[N+](CCCC)(CCCC)CCCC.[F-]. Given the product [OH:18][CH2:19][CH2:20][CH:21]1[CH2:23][CH:22]1[C@@H:24]([NH:29][C:30](=[O:39])[O:31][CH2:32][C:33]1[CH:34]=[CH:35][CH:36]=[CH:37][CH:38]=1)[CH2:25][CH:26]([CH3:27])[CH3:28], predict the reactants needed to synthesize it. (5) Given the product [NH2:55][C@H:56]([C:58]1[N:68]([C:69]2[CH:74]=[CH:73][CH:72]=[CH:71][CH:70]=2)[C:67](=[O:75])[C:61]2[C:60]([CH:59]=1)=[CH:65][CH:64]=[CH:63][C:62]=2[CH3:66])[CH3:57].[C:49]([O:53][C:54](=[O:77])[NH:55][CH:56]([C:58](=[O:76])[CH2:59][C:60]1[CH:65]=[CH:64][CH:63]=[C:62]([CH3:66])[C:61]=1[C:67](=[O:75])[NH:68][C:69]1[CH:74]=[CH:73][CH:72]=[CH:71][CH:70]=1)[CH3:57])([CH3:50])([CH3:51])[CH3:52], predict the reactants needed to synthesize it. The reactants are: CC1C=CC=C(C)C=1C(NC1C=CC=CC=1C)=O.CN(P(N(C)C)(N(C)C)=O)C.C([Li])CCC.C(OC(N[C@@H](C)C(OC)=O)=O)(C)(C)C.[C:49]([O:53][C:54](=[O:77])[NH:55][CH:56]([C:58](=[O:76])[CH2:59][C:60]1[CH:65]=[CH:64][CH:63]=[C:62]([CH3:66])[C:61]=1[C:67](=[O:75])[NH:68][C:69]1[CH:74]=[CH:73][CH:72]=[CH:71][CH:70]=1)[CH3:57])([CH3:52])([CH3:51])[CH3:50]. (6) Given the product [CH3:3][O:4][C:5]1[CH:10]=[CH:9][C:8]([C:11]2[CH:12]=[C:13]([C:14]([O:16][CH2:17][CH3:18])=[O:15])[NH:1][N:2]=2)=[CH:7][CH:6]=1, predict the reactants needed to synthesize it. The reactants are: [NH2:1][NH2:2].[CH3:3][O:4][C:5]1[CH:10]=[CH:9][C:8]([C:11](=O)[CH2:12][C:13](=O)[C:14]([O:16][CH2:17][CH3:18])=[O:15])=[CH:7][CH:6]=1. (7) The reactants are: Cl[C:2]1[CH:19]=[CH:18][C:5]([C:6]([NH:8][CH2:9][C:10]2[CH:15]=[CH:14][CH:13]=[C:12]([O:16][CH3:17])[CH:11]=2)=[O:7])=[CH:4][N:3]=1.[CH:20]1([NH:23][C:24](=[O:41])[C:25]2[CH:30]=[CH:29][C:28]([CH3:31])=[C:27](B3OC(C)(C)C(C)(C)O3)[CH:26]=2)[CH2:22][CH2:21]1. Given the product [CH:20]1([NH:23][C:24]([C:25]2[CH:30]=[CH:29][C:28]([CH3:31])=[C:27]([C:2]3[CH:19]=[CH:18][C:5]([C:6]([NH:8][CH2:9][C:10]4[CH:15]=[CH:14][CH:13]=[C:12]([O:16][CH3:17])[CH:11]=4)=[O:7])=[CH:4][N:3]=3)[CH:26]=2)=[O:41])[CH2:21][CH2:22]1, predict the reactants needed to synthesize it.